From a dataset of Peptide-MHC class II binding affinity with 134,281 pairs from IEDB. Regression. Given a peptide amino acid sequence and an MHC pseudo amino acid sequence, predict their binding affinity value. This is MHC class II binding data. (1) The peptide sequence is GEFFWDANDIYRIFA. The MHC is HLA-DQA10102-DQB10602 with pseudo-sequence HLA-DQA10102-DQB10602. The binding affinity (normalized) is 0.135. (2) The peptide sequence is SNVTFTVNQTSRLLM. The MHC is DRB3_0301 with pseudo-sequence DRB3_0301. The binding affinity (normalized) is 1.00. (3) The peptide sequence is AAPAAGYTPATPAAP. The MHC is HLA-DQA10102-DQB10602 with pseudo-sequence HLA-DQA10102-DQB10602. The binding affinity (normalized) is 0.183. (4) The peptide sequence is LVGPTPANIIGRNLLTQIGC. The MHC is HLA-DQA10501-DQB10301 with pseudo-sequence HLA-DQA10501-DQB10301. The binding affinity (normalized) is 0.197. (5) The peptide sequence is KENIIDLTKIDRCFQL. The MHC is DRB1_0401 with pseudo-sequence DRB1_0401. The binding affinity (normalized) is 0. (6) The peptide sequence is ASLTEALRVIAGALE. The MHC is DRB1_0101 with pseudo-sequence DRB1_0101. The binding affinity (normalized) is 0.599.